From a dataset of Catalyst prediction with 721,799 reactions and 888 catalyst types from USPTO. Predict which catalyst facilitates the given reaction. The catalyst class is: 1. Product: [CH3:27][C:26]1[CH:25]=[C:24]([CH3:28])[NH:23][C:22](=[O:29])[C:21]=1[CH2:20][NH:19][C:9]([C:7]1[S:8][C:4]([N:3]([CH2:1][CH3:2])[CH:12]2[CH2:17][CH2:16][O:15][CH2:14][CH2:13]2)=[CH:5][CH:6]=1)=[O:11]. Reactant: [CH2:1]([N:3]([CH:12]1[CH2:17][CH2:16][O:15][CH2:14][CH2:13]1)[C:4]1[S:8][C:7]([C:9]([OH:11])=O)=[CH:6][CH:5]=1)[CH3:2].Cl.[NH2:19][CH2:20][C:21]1[C:22](=[O:29])[NH:23][C:24]([CH3:28])=[CH:25][C:26]=1[CH3:27].CCN(C(C)C)C(C)C.C(Cl)CCl.C1C=CC2N(O)N=NC=2C=1.